This data is from Forward reaction prediction with 1.9M reactions from USPTO patents (1976-2016). The task is: Predict the product of the given reaction. (1) Given the reactants [C@H:1]([NH:5][C:6]1[C:7]([C:20]2[CH:25]=[CH:24][CH:23]=[CH:22][CH:21]=2)=[N:8][C:9]2[C:14]([N:15]=1)=[CH:13][C:12]([C:16]([O:18]C)=[O:17])=[CH:11][CH:10]=2)([CH2:3][CH3:4])[CH3:2].[H-].[Na+].[CH3:28]I, predict the reaction product. The product is: [C@H:1]([N:5]([CH3:28])[C:6]1[C:7]([C:20]2[CH:25]=[CH:24][CH:23]=[CH:22][CH:21]=2)=[N:8][C:9]2[C:14]([N:15]=1)=[CH:13][C:12]([C:16]([OH:18])=[O:17])=[CH:11][CH:10]=2)([CH2:3][CH3:4])[CH3:2]. (2) Given the reactants [CH3:1][C:2]([CH2:4][CH2:5][OH:6])=[CH2:3].[CH3:7][S:8](Cl)(=[O:10])=[O:9], predict the reaction product. The product is: [CH:5]([O:6][S:8]([CH3:7])(=[O:10])=[O:9])=[CH:4][C:2](=[CH2:1])[CH3:3]. (3) Given the reactants [NH:1]1[C:9]2[C:4](=[CH:5][C:6]([C:10]3[S:11][C:12]([S:15][CH3:16])=[N:13][N:14]=3)=[CH:7][CH:8]=2)[CH:3]=[CH:2]1.CC([O-])(C)C.[K+].[CH3:23][C:24]([O:27][C:28](O[C:28]([O:27][C:24]([CH3:26])([CH3:25])[CH3:23])=[O:29])=[O:29])([CH3:26])[CH3:25], predict the reaction product. The product is: [CH3:16][S:15][C:12]1[S:11][C:10]([C:6]2[CH:5]=[C:4]3[C:9](=[CH:8][CH:7]=2)[N:1]([C:28]([O:27][C:24]([CH3:26])([CH3:25])[CH3:23])=[O:29])[CH:2]=[CH:3]3)=[N:14][N:13]=1. (4) Given the reactants [OH:1][C@@H:2]([CH2:10][NH2:11])[CH2:3][CH2:4][C@@H:5]([C:7]([OH:9])=O)[NH2:6].O.ON1C2C=CC=CC=2N=N1.Cl.CN(C)CCCN=C=NCC.C(N(CC)CC)C.[C:42](O[C:42]([O:44][C:45]([CH3:48])([CH3:47])[CH3:46])=[O:43])([O:44][C:45]([CH3:48])([CH3:47])[CH3:46])=[O:43], predict the reaction product. The product is: [C:45]([O:44][C:42]([NH:6][C@H:5]1[CH2:4][CH2:3][C@@H:2]([OH:1])[CH2:10][NH:11][C:7]1=[O:9])=[O:43])([CH3:48])([CH3:47])[CH3:46]. (5) The product is: [C:1]12([NH:11][CH2:12][C:13]3[S:14][C:15]([Br:24])=[CH:16][N:17]=3)[CH2:10][CH:5]3[CH2:4][CH:3]([CH2:9][CH:7]([CH2:6]3)[CH2:8]1)[CH2:2]2. Given the reactants [C:1]12([NH:11][CH2:12][C:13]3[S:14][CH:15]=[CH:16][N:17]=3)[CH2:10][CH:5]3[CH2:6][CH:7]([CH2:9][CH:3]([CH2:4]3)[CH2:2]1)[CH2:8]2.[Li]CCCC.C(Br)(Br)(Br)[Br:24], predict the reaction product. (6) Given the reactants Br[C:2]1[N:11]([CH2:12][O:13][CH2:14][CH2:15][Si:16]([CH3:19])([CH3:18])[CH3:17])[C:5]2[CH:6]=[N:7][NH:8][C:9](=[O:10])[C:4]=2[C:3]=1[Cl:20].BrC1N(COCC[Si](C)(C)C)C2C=NNC(=O)C=2C=1.[F:40][CH:41]([F:64])[O:42][C:43]1[CH:44]=[CH:45][C:46](B2OC(C)(C)C(C)(C)O2)=[C:47]2[C:52]=1[O:51][C:50]([CH3:54])([CH3:53])[CH:49]=[CH:48]2.C1(OC2C=C(B3OC(C)(C)C(C)(C)O3)C=CC=2OC(F)F)CC1, predict the reaction product. The product is: [Cl:20][C:3]1[C:4]2[C:9](=[O:10])[NH:8][N:7]=[CH:6][C:5]=2[N:11]([CH2:12][O:13][CH2:14][CH2:15][Si:16]([CH3:19])([CH3:18])[CH3:17])[C:2]=1[C:46]1[CH:45]=[CH:44][C:43]([O:42][CH:41]([F:40])[F:64])=[C:52]2[C:47]=1[CH:48]=[CH:49][C:50]([CH3:54])([CH3:53])[O:51]2.